Dataset: Reaction yield outcomes from USPTO patents with 853,638 reactions. Task: Predict the reaction yield, written as a fraction of the theoretical maximum amount of product (1.0 means a 100% yield; for example, 0.34 means a 34% yield). (1) The reactants are [CH3:1][C:2]1[CH:3]=[C:4]([NH:15][C:16]2[N:17]=[CH:18][C:19]3[C:25](=[O:26])[N:24]([C:27]4[CH:32]=[C:31]([N+:33]([O-])=O)[CH:30]=[CH:29][C:28]=4[CH3:36])[CH2:23][CH2:22][C:20]=3[N:21]=2)[CH:5]=[CH:6][C:7]=1[N:8]1[CH2:13][CH2:12][N:11]([CH3:14])[CH2:10][CH2:9]1.C1COCC1. The catalyst is [Pd].CO. The product is [NH2:33][C:31]1[CH:30]=[CH:29][C:28]([CH3:36])=[C:27]([N:24]2[CH2:23][CH2:22][C:20]3[N:21]=[C:16]([NH:15][C:4]4[CH:5]=[CH:6][C:7]([N:8]5[CH2:9][CH2:10][N:11]([CH3:14])[CH2:12][CH2:13]5)=[C:2]([CH3:1])[CH:3]=4)[N:17]=[CH:18][C:19]=3[C:25]2=[O:26])[CH:32]=1. The yield is 0.869. (2) The yield is 0.660. The product is [ClH:1].[ClH:1].[CH3:16][O:17][C:6](=[NH:7])[C:5]1[CH:8]=[CH:9][C:10]([O:11][CH2:12][CH2:13][O:14][NH2:15])=[C:3]([NH2:2])[CH:4]=1. No catalyst specified. The reactants are [ClH:1].[NH2:2][C:3]1[CH:4]=[C:5]([CH:8]=[CH:9][C:10]=1[O:11][CH2:12][CH2:13][O:14][NH2:15])[C:6]#[N:7].[CH3:16][OH:17]. (3) The reactants are [F:1][C:2]([F:15])([F:14])[C:3]1[CH:8]=[CH:7][CH:6]=[CH:5][C:4]=1[CH2:9][S:10](O)(=[O:12])=[O:11].C(Cl)(=O)C([Cl:19])=O. The catalyst is C1COCC1.CN(C=O)C. The product is [F:1][C:2]([F:15])([F:14])[C:3]1[CH:8]=[CH:7][CH:6]=[CH:5][C:4]=1[CH2:9][S:10]([Cl:19])(=[O:12])=[O:11]. The yield is 0.850. (4) The reactants are [CH2:1]([C:3]1[N:4]([C:28]2[CH:33]=[CH:32][C:31]([OH:34])=[CH:30][CH:29]=2)[C:5](=[O:27])[C:6]([CH2:12][C:13]2[CH:18]=[CH:17][C:16]([C:19]3[C:20]([C:25]#[N:26])=[CH:21][CH:22]=[CH:23][CH:24]=3)=[CH:15][CH:14]=2)=[C:7]([CH2:9][CH2:10][CH3:11])[N:8]=1)[CH3:2].Br[C:36]([CH3:43])([CH3:42])[C:37]([O:39][CH2:40][CH3:41])=[O:38].C(=O)([O-])[O-].[Cs+].[Cs+]. The catalyst is CN(C)C(=O)C. The product is [C:25]([C:20]1[CH:21]=[CH:22][CH:23]=[CH:24][C:19]=1[C:16]1[CH:17]=[CH:18][C:13]([CH2:12][C:6]2[C:5](=[O:27])[N:4]([C:28]3[CH:33]=[CH:32][C:31]([O:34][C:36]([CH3:43])([CH3:42])[C:37]([O:39][CH2:40][CH3:41])=[O:38])=[CH:30][CH:29]=3)[C:3]([CH2:1][CH3:2])=[N:8][C:7]=2[CH2:9][CH2:10][CH3:11])=[CH:14][CH:15]=1)#[N:26]. The yield is 0.830. (5) The reactants are [C:1]1([C:7]2[NH:11][CH:10]=[C:9]([CH:12]=[O:13])[CH:8]=2)[CH:6]=[CH:5][CH:4]=[CH:3][CH:2]=1.[H-].[Na+].C1OCCOCCOCCOCCOC1.[CH3:31][O:32][C:33]1[N:38]=[CH:37][C:36]([S:39](Cl)(=[O:41])=[O:40])=[CH:35][CH:34]=1. The catalyst is O1CCCC1.C(OCC)(=O)C. The product is [CH3:31][O:32][C:33]1[N:38]=[CH:37][C:36]([S:39]([N:11]2[C:7]([C:1]3[CH:6]=[CH:5][CH:4]=[CH:3][CH:2]=3)=[CH:8][C:9]([CH:12]=[O:13])=[CH:10]2)(=[O:41])=[O:40])=[CH:35][CH:34]=1. The yield is 0.170. (6) The reactants are [CH2:1]([C:4]1[CH:9]=[C:8]([O:10][CH2:11][C:12]2[CH:17]=[CH:16][CH:15]=[CH:14][CH:13]=2)[CH:7]=[CH:6][C:5]=1[OH:18])[CH:2]=[CH2:3].[H-].[Na+].Br[C:22]([CH3:29])([CH3:28])[C:23]([O:25][CH2:26][CH3:27])=[O:24]. The catalyst is CN(C=O)C. The product is [CH2:26]([O:25][C:23](=[O:24])[C:22]([O:18][C:5]1[CH:6]=[CH:7][C:8]([O:10][CH2:11][C:12]2[CH:17]=[CH:16][CH:15]=[CH:14][CH:13]=2)=[CH:9][C:4]=1[CH2:1][CH:2]=[CH2:3])([CH3:29])[CH3:28])[CH3:27]. The yield is 0.950.